Dataset: Reaction yield outcomes from USPTO patents with 853,638 reactions. Task: Predict the reaction yield, written as a fraction of the theoretical maximum amount of product (1.0 means a 100% yield; for example, 0.34 means a 34% yield). (1) The reactants are [Br:1][C:2]1[CH:10]=[C:6]([C:7]([OH:9])=O)[C:5]([OH:11])=[CH:4][CH:3]=1.[F:12][C:13]([F:26])([F:25])[C:14]1[CH:15]=[C:16]([CH:18]=[C:19]([C:21]([F:24])([F:23])[F:22])[CH:20]=1)[NH2:17]. No catalyst specified. The product is [F:12][C:13]([F:25])([F:26])[C:14]1[CH:15]=[C:16]([NH:17][C:7](=[O:9])[C:6]2[CH:10]=[C:2]([Br:1])[CH:3]=[CH:4][C:5]=2[OH:11])[CH:18]=[C:19]([C:21]([F:22])([F:24])[F:23])[CH:20]=1. The yield is 0.885. (2) The reactants are [NH2:1][C:2]1[N:3]=[C:4]2[CH:9]=[CH:8][C:7]([O:10][C:11]3[CH:12]=[C:13]([NH:17][C:18](=[O:30])[C:19]4[CH:24]=[CH:23][CH:22]=[C:21]([C:25]5([C:28]#[N:29])[CH2:27][CH2:26]5)[CH:20]=4)[CH:14]=[CH:15][CH:16]=3)=[N:6][N:5]2[CH:31]=1.[Cl:32][C:33]1[CH:41]=[CH:40][C:36]([C:37](Cl)=[O:38])=[CH:35][N:34]=1.C(N(CC)CC)C. The catalyst is O1CCCC1. The product is [Cl:32][C:33]1[CH:41]=[CH:40][C:36]([C:37]([NH:1][C:2]2[N:3]=[C:4]3[CH:9]=[CH:8][C:7]([O:10][C:11]4[CH:16]=[CH:15][CH:14]=[C:13]([NH:17][C:18](=[O:30])[C:19]5[CH:24]=[CH:23][CH:22]=[C:21]([C:25]6([C:28]#[N:29])[CH2:27][CH2:26]6)[CH:20]=5)[CH:12]=4)=[N:6][N:5]3[CH:31]=2)=[O:38])=[CH:35][N:34]=1. The yield is 0.750. (3) The reactants are [Cl:1][C:2]1[C:3]([C:9]2[N:13]([CH3:14])[C:12]3[CH:15]=[CH:16][CH:17]=[CH:18][C:11]=3[N:10]=2)=[N:4][C:5](Cl)=[CH:6][CH:7]=1.[NH:19]1[CH2:24][CH2:23][CH:22]([OH:25])[CH2:21][CH2:20]1.[F-].[Cs+]. The catalyst is CS(C)=O.O. The product is [Cl:1][C:2]1[CH:7]=[CH:6][C:5]([N:19]2[CH2:24][CH2:23][CH:22]([OH:25])[CH2:21][CH2:20]2)=[N:4][C:3]=1[C:9]1[N:13]([CH3:14])[C:12]2[CH:15]=[CH:16][CH:17]=[CH:18][C:11]=2[N:10]=1. The yield is 0.500. (4) The reactants are F[C:2]1[C:3]([C:10]#[N:11])=[N:4][CH:5]=[C:6]([F:9])[C:7]=1[I:8].O.[NH2:13][NH2:14]. The catalyst is C(O)CCC. The product is [F:9][C:6]1[C:7]([I:8])=[C:2]2[NH:14][N:13]=[C:10]([NH2:11])[C:3]2=[N:4][CH:5]=1. The yield is 0.280. (5) The reactants are [Cl:1][C:2]1[N:10]=[C:9]2[C:5]([N:6]=[C:7]([CH2:12][CH:13]=O)[N:8]2[CH3:11])=[C:4]([N:15]2[CH2:20][CH2:19][O:18][CH2:17][CH2:16]2)[N:3]=1.[CH3:21][C:22]1([OH:28])[CH2:27][CH2:26][NH:25][CH2:24][CH2:23]1.C(OC)(OC)OC.C(O)(=O)C.C(O[BH-](OC(=O)C)OC(=O)C)(=O)C.[Na+]. The catalyst is ClCCCl. The product is [Cl:1][C:2]1[N:10]=[C:9]2[C:5]([N:6]=[C:7]([CH2:12][CH2:13][N:25]3[CH2:26][CH2:27][C:22]([CH3:21])([OH:28])[CH2:23][CH2:24]3)[N:8]2[CH3:11])=[C:4]([N:15]2[CH2:20][CH2:19][O:18][CH2:17][CH2:16]2)[N:3]=1. The yield is 0.170. (6) The reactants are C[O:2][C:3](=[O:47])[C@H:4]([CH2:24][CH2:25][CH2:26][CH2:27][NH:28][C:29](=[O:46])/[CH:30]=[CH:31]/[CH:32]=[CH:33]/[C:34]1[CH:39]=[C:38]([O:40][CH3:41])[C:37]([O:42][CH3:43])=[C:36]([O:44][CH3:45])[CH:35]=1)[NH:5][C:6](=[O:23])/[CH:7]=[CH:8]/[CH:9]=[CH:10]/[C:11]1[CH:16]=[C:15]([O:17][CH3:18])[C:14]([O:19][CH3:20])=[C:13]([O:21][CH3:22])[CH:12]=1.[OH-].[K+].Cl. The catalyst is CO.O1CCCC1. The product is [CH3:22][O:21][C:13]1[CH:12]=[C:11](/[CH:10]=[CH:9]/[CH:8]=[CH:7]/[C:6]([NH:5][C@H:4]([C:3]([OH:47])=[O:2])[CH2:24][CH2:25][CH2:26][CH2:27][NH:28][C:29](=[O:46])/[CH:30]=[CH:31]/[CH:32]=[CH:33]/[C:34]2[CH:35]=[C:36]([O:44][CH3:45])[C:37]([O:42][CH3:43])=[C:38]([O:40][CH3:41])[CH:39]=2)=[O:23])[CH:16]=[C:15]([O:17][CH3:18])[C:14]=1[O:19][CH3:20]. The yield is 0.800. (7) The reactants are [CH3:1][CH:2]1[CH2:6][CH2:5][CH2:4][N:3]1[CH2:7][CH:8]1[CH2:13][CH2:12][N:11]([C:14](=[C:24]([C:27]#[N:28])[C:25]#[N:26])[NH:15][CH2:16][CH2:17][N:18]2[CH2:23][CH2:22][CH2:21][CH2:20][CH2:19]2)[CH2:10][CH2:9]1.[H-].[Na+].[CH3:31]I. The catalyst is C1COCC1.[Cl-].[Na+].O. The product is [CH3:31][N:15]([C:14](=[C:24]([C:25]#[N:26])[C:27]#[N:28])[N:11]1[CH2:12][CH2:13][CH:8]([CH2:7][N:3]2[CH2:4][CH2:5][CH2:6][CH:2]2[CH3:1])[CH2:9][CH2:10]1)[CH2:16][CH2:17][N:18]1[CH2:23][CH2:22][CH2:21][CH2:20][CH2:19]1. The yield is 0.490. (8) The reactants are O1CCC[O:3][CH:2]1[C:7]1[C:12]2[O:13][C:14](=[O:21])[C:15]3[CH2:16][NH:17][CH2:18][CH2:19][C:20]=3[C:11]=2[CH:10]=[CH:9][C:8]=1[OH:22].CCN(CC)CC.Br[CH2:31][C:32]([CH3:34])=[CH2:33]. The catalyst is CN(C=O)C. The product is [OH:22][C:8]1[C:7]([CH:2]=[O:3])=[C:12]2[O:13][C:14](=[O:21])[C:15]3[CH2:16][N:17]([CH2:33][C:32]([CH3:34])=[CH2:31])[CH2:18][CH2:19][C:20]=3[C:11]2=[CH:10][CH:9]=1. The yield is 0.750.